The task is: Predict which catalyst facilitates the given reaction.. This data is from Catalyst prediction with 721,799 reactions and 888 catalyst types from USPTO. (1) Reactant: [F:1][C:2]([F:24])([F:23])[O:3][C:4]1[CH:9]=[CH:8][C:7]([N:10]2[CH:14]=[N:13][C:12]([C:15]3[CH:22]=[CH:21][C:18]([CH:19]=O)=[CH:17][CH:16]=3)=[N:11]2)=[CH:6][CH:5]=1.[CH2:25]([NH:32][C:33](=[S:36])[NH:34][NH2:35])[C:26]1[CH:31]=[CH:30][CH:29]=[CH:28][CH:27]=1.O. Product: [CH2:25]([NH:32][C:33]([NH:34][N:35]=[CH:19][C:18]1[CH:21]=[CH:22][C:15]([C:12]2[N:13]=[CH:14][N:10]([C:7]3[CH:8]=[CH:9][C:4]([O:3][C:2]([F:24])([F:23])[F:1])=[CH:5][CH:6]=3)[N:11]=2)=[CH:16][CH:17]=1)=[S:36])[C:26]1[CH:31]=[CH:30][CH:29]=[CH:28][CH:27]=1. The catalyst class is: 14. (2) Reactant: [CH3:1][C:2]1[CH:3]=[CH:4][CH:5]=[CH:6][C:7]=1[O:8][C@@H:9]([C:14]1[CH:15]=[CH:16][CH:17]=[CH:18][CH:19]=1)[CH2:10][CH2:11][NH:12][CH3:13].C([O-])(=O)[C@H](C1C=CC=CC=1)O.C1(C)C=CC=CC=1.[ClH:38]. Product: [CH3:1][C:2]1[CH:3]=[CH:4][CH:5]=[CH:6][C:7]=1[O:8][C@@H:9]([C:14]1[CH:19]=[CH:18][CH:17]=[CH:16][CH:15]=1)[CH2:10][CH2:11][NH:12][CH3:13].[ClH:38]. The catalyst class is: 5. (3) Reactant: [F:1][C:2]([F:10])([F:9])[C:3]1[CH:7]=[C:6]([NH2:8])[O:5][N:4]=1.Cl[C:12]([O:14][C:15]1[CH:20]=[CH:19][CH:18]=[CH:17][CH:16]=1)=[O:13].N1C=CC=CC=1.O. Product: [F:1][C:2]([F:10])([F:9])[C:3]1[CH:7]=[C:6]([NH:8][C:12](=[O:13])[O:14][C:15]2[CH:20]=[CH:19][CH:18]=[CH:17][CH:16]=2)[O:5][N:4]=1. The catalyst class is: 2. (4) Reactant: Cl[C:2]1[C:7]([CH:8]([CH2:13][CH2:14][CH3:15])[C:9]([O:11][CH3:12])=[O:10])=[C:6]([CH3:16])[N:5]=[C:4]([C:17]2[CH:22]=[CH:21][CH:20]=[CH:19][CH:18]=2)[N:3]=1.C(N(CC)C(C)C)(C)C.[Cl:32][C:33]1[CH:38]=[CH:37][C:36](B(O)O)=[CH:35][CH:34]=1. Product: [Cl:32][C:33]1[CH:38]=[CH:37][C:36]([C:2]2[C:7]([CH:8]([CH2:13][CH2:14][CH3:15])[C:9]([O:11][CH3:12])=[O:10])=[C:6]([CH3:16])[N:5]=[C:4]([C:17]3[CH:22]=[CH:21][CH:20]=[CH:19][CH:18]=3)[N:3]=2)=[CH:35][CH:34]=1. The catalyst class is: 108. (5) Reactant: [CH3:1][NH:2][C@H:3]([C:14]([NH:16][C@H:17]([C:22]([N:24]([C@@H:26]([CH:33]([CH3:35])[CH3:34])/[CH:27]=[C:28](/[C:30](O)=[O:31])\[CH3:29])[CH3:25])=[O:23])[C:18]([CH3:21])([CH3:20])[CH3:19])=[O:15])[C:4]([CH3:13])([CH3:12])[C:5]1[CH:10]=[CH:9][CH:8]=[C:7]([CH3:11])[CH:6]=1.OC1C2N=NNC=2C=CC=1.Cl.CN(C)CCCN=C=NCC.[NH:58]1[CH2:63][CH2:62][O:61][CH2:60][CH2:59]1. Product: [CH3:1][NH:2][C@H:3]([C:14]([NH:16][C@H:17]([C:22]([N:24]([C@@H:26]([CH:33]([CH3:35])[CH3:34])/[CH:27]=[C:28](\[CH3:29])/[C:30]([N:58]1[CH2:63][CH2:62][O:61][CH2:60][CH2:59]1)=[O:31])[CH3:25])=[O:23])[C:18]([CH3:20])([CH3:21])[CH3:19])=[O:15])[C:4]([CH3:13])([CH3:12])[C:5]1[CH:10]=[CH:9][CH:8]=[C:7]([CH3:11])[CH:6]=1. The catalyst class is: 10.